This data is from Peptide-MHC class II binding affinity with 134,281 pairs from IEDB. The task is: Regression. Given a peptide amino acid sequence and an MHC pseudo amino acid sequence, predict their binding affinity value. This is MHC class II binding data. (1) The peptide sequence is GIVTMLSPMLHHWIK. The MHC is DRB3_0101 with pseudo-sequence DRB3_0101. The binding affinity (normalized) is 0.361. (2) The peptide sequence is ISGLKPGVDYTITVY. The MHC is DRB1_0404 with pseudo-sequence DRB1_0404. The binding affinity (normalized) is 0.626. (3) The binding affinity (normalized) is 0.336. The MHC is HLA-DQA10401-DQB10402 with pseudo-sequence HLA-DQA10401-DQB10402. The peptide sequence is ADKVAYALAQGLKVI. (4) The peptide sequence is RNTQIFKTNTQTDR. The MHC is DRB5_0101 with pseudo-sequence DRB5_0101. The binding affinity (normalized) is 0. (5) The peptide sequence is VPLQWIASAIVLEFF. The MHC is DRB1_0701 with pseudo-sequence DRB1_0701. The binding affinity (normalized) is 0.766.